Dataset: CYP1A2 inhibition data for predicting drug metabolism from PubChem BioAssay. Task: Regression/Classification. Given a drug SMILES string, predict its absorption, distribution, metabolism, or excretion properties. Task type varies by dataset: regression for continuous measurements (e.g., permeability, clearance, half-life) or binary classification for categorical outcomes (e.g., BBB penetration, CYP inhibition). Dataset: cyp1a2_veith. (1) The result is 0 (non-inhibitor). The drug is CCn1c(-c2ccccc2Cl)nn(CC(=O)Nc2ccccc2OC)c1=S. (2) The compound is CC(=O)O.CC[C@H]1CC[C@H]2[C@@H]3CC=C4C[C@H](OC(C)=O)[C@@H](N)C[C@@]4(C)[C@H]3CC[C@@]12C. The result is 0 (non-inhibitor). (3) The drug is CCOC(=O)c1c(C)[nH]c(C(=O)CSc2nnc(-c3cccs3)n2Cc2ccccc2)c1C. The result is 1 (inhibitor).